This data is from Peptide-MHC class II binding affinity with 134,281 pairs from IEDB. The task is: Regression. Given a peptide amino acid sequence and an MHC pseudo amino acid sequence, predict their binding affinity value. This is MHC class II binding data. (1) The peptide sequence is AAYSDQATLLLPSPR. The MHC is DRB1_0101 with pseudo-sequence DRB1_0101. The binding affinity (normalized) is 0.0497. (2) The peptide sequence is YAAALVAMPTLAELA. The binding affinity (normalized) is 0.425. The MHC is DRB1_0701 with pseudo-sequence DRB1_0701. (3) The binding affinity (normalized) is 0.501. The peptide sequence is EDTFAHLTPTPT. The MHC is DRB1_0101 with pseudo-sequence DRB1_0101. (4) The peptide sequence is RIIAGTLEVHAVKPA. The MHC is HLA-DQA10101-DQB10501 with pseudo-sequence HLA-DQA10101-DQB10501. The binding affinity (normalized) is 0.0113. (5) The peptide sequence is PNYLALLVKYVDGDG. The MHC is DRB1_0701 with pseudo-sequence DRB1_0701. The binding affinity (normalized) is 0.543. (6) The peptide sequence is GVMYNLWKMKTGRRG. The MHC is HLA-DQA10201-DQB10301 with pseudo-sequence HLA-DQA10201-DQB10301. The binding affinity (normalized) is 0.547. (7) The peptide sequence is GRIGRNPSQVGDEYCY. The MHC is DRB1_1101 with pseudo-sequence QEFFIASGAAVDAIMESSFDYFDFDRATYHVGFT. The binding affinity (normalized) is 0.